Dataset: Peptide-MHC class II binding affinity with 134,281 pairs from IEDB. Task: Regression. Given a peptide amino acid sequence and an MHC pseudo amino acid sequence, predict their binding affinity value. This is MHC class II binding data. (1) The peptide sequence is YDKFLANVSTGLTGK. The MHC is DRB1_0405 with pseudo-sequence DRB1_0405. The binding affinity (normalized) is 0.571. (2) The peptide sequence is PEGLLWLLLTGKVPT. The MHC is HLA-DPA10201-DPB10101 with pseudo-sequence HLA-DPA10201-DPB10101. The binding affinity (normalized) is 0.400. (3) The peptide sequence is GGQSSFYTDWYQPSQ. The MHC is HLA-DPA10201-DPB10501 with pseudo-sequence HLA-DPA10201-DPB10501. The binding affinity (normalized) is 0.237. (4) The peptide sequence is LRTKLMTSRRVLEKE. The MHC is DRB1_0101 with pseudo-sequence DRB1_0101. The binding affinity (normalized) is 0.991. (5) The peptide sequence is YDKFLANVSTGLTGK. The MHC is DRB3_0202 with pseudo-sequence DRB3_0202. The binding affinity (normalized) is 0.845.